Task: Predict the reaction yield, written as a fraction of the theoretical maximum amount of product (1.0 means a 100% yield; for example, 0.34 means a 34% yield).. Dataset: Reaction yield outcomes from USPTO patents with 853,638 reactions (1) The reactants are [O:1]1[C:5]2[CH:6]=[CH:7][CH:8]=[CH:9][C:4]=2[CH:3]=[C:2]1[C:10]([NH:12][C:13]1[S:14][CH:15]=[C:16](OS(C(F)(F)F)(=O)=O)[C:17]=1[C:18]([O:20]C(C)(C)C)=[O:19])=[O:11].[F:33][C:34]([F:46])([F:45])[O:35][C:36]1[CH:41]=[CH:40][C:39](B(O)O)=[CH:38][CH:37]=1.C(=O)([O-])[O-].[Na+].[Na+].C(O)C. The catalyst is C1C=CC([P]([Pd]([P](C2C=CC=CC=2)(C2C=CC=CC=2)C2C=CC=CC=2)([P](C2C=CC=CC=2)(C2C=CC=CC=2)C2C=CC=CC=2)[P](C2C=CC=CC=2)(C2C=CC=CC=2)C2C=CC=CC=2)(C2C=CC=CC=2)C2C=CC=CC=2)=CC=1.O.C1(C)C=CC=CC=1. The product is [O:1]1[C:5]2[CH:6]=[CH:7][CH:8]=[CH:9][C:4]=2[CH:3]=[C:2]1[C:10]([NH:12][C:13]1[S:14][CH:15]=[C:16]([C:39]2[CH:38]=[CH:37][C:36]([O:35][C:34]([F:33])([F:45])[F:46])=[CH:41][CH:40]=2)[C:17]=1[C:18]([OH:20])=[O:19])=[O:11]. The yield is 0.250. (2) The reactants are [CH3:1][O:2][CH2:3][C@H:4]([CH3:35])[O:5][C:6]1[CH:7]=[C:8]([C:23]2[N:24]([C:28]([O:30][C:31]([CH3:34])([CH3:33])[CH3:32])=[O:29])[CH:25]=[CH:26][CH:27]=2)[CH:9]=[C:10]([O:12][C:13]2[CH:18]=[CH:17][C:16]([S:19]([CH3:22])(=[O:21])=[O:20])=[CH:15][CH:14]=2)[CH:11]=1.[Br:36]N1C(=O)CCC1=O.O. The catalyst is O1CCCC1. The product is [Br:36][C:25]1[N:24]([C:28]([O:30][C:31]([CH3:34])([CH3:33])[CH3:32])=[O:29])[C:23]([C:8]2[CH:9]=[C:10]([O:12][C:13]3[CH:18]=[CH:17][C:16]([S:19]([CH3:22])(=[O:21])=[O:20])=[CH:15][CH:14]=3)[CH:11]=[C:6]([O:5][C@@H:4]([CH3:35])[CH2:3][O:2][CH3:1])[CH:7]=2)=[CH:27][CH:26]=1. The yield is 0.940.